This data is from Forward reaction prediction with 1.9M reactions from USPTO patents (1976-2016). The task is: Predict the product of the given reaction. (1) Given the reactants C[Mg]I.C([O:6][CH2:7][CH3:8])C.[CH2:9](OCC)C.[Br:14][C:15]1[N:20]=[C:19](C(OC)=O)[CH:18]=[CH:17][CH:16]=1.Cl, predict the reaction product. The product is: [Br:14][C:15]1[N:20]=[C:19]([C:7]([OH:6])([CH3:8])[CH3:9])[CH:18]=[CH:17][CH:16]=1. (2) Given the reactants [NH2:1][C:2]1[CH:7]=[CH:6][CH:5]=[CH:4][C:3]=1[SH:8].CCN(C(C)C)C(C)C.[Cl:18][C:19]1[C:27]([CH2:28]Cl)=[CH:26][C:22]2[O:23][CH2:24][O:25][C:21]=2[CH:20]=1.C(N(CC)CC)C.[C:37](Cl)(=[O:39])[CH3:38].C(O)C(N)(CO)CO, predict the reaction product. The product is: [Cl:18][C:19]1[C:27]([CH2:28][S:8][C:3]2[CH:4]=[CH:5][CH:6]=[CH:7][C:2]=2[NH:1][C:37](=[O:39])[CH3:38])=[CH:26][C:22]2[O:23][CH2:24][O:25][C:21]=2[CH:20]=1. (3) Given the reactants C([O-])([O-])=O.[K+].[K+].[CH2:7]([O:9][C:10]([C:12]1[S:13][C:14]([CH2:32][CH3:33])=[C:15]([C:30]#[N:31])[C:16]=1[C:17]1[CH:22]=[CH:21][C:20]([C:23]2[CH:28]=[CH:27][CH:26]=[CH:25][C:24]=2[OH:29])=[CH:19][CH:18]=1)=[O:11])[CH3:8].[CH2:34](I)[CH2:35][CH3:36].Cl, predict the reaction product. The product is: [CH2:7]([O:9][C:10]([C:12]1[S:13][C:14]([CH2:32][CH3:33])=[C:15]([C:30]#[N:31])[C:16]=1[C:17]1[CH:18]=[CH:19][C:20]([C:23]2[CH:28]=[CH:27][CH:26]=[CH:25][C:24]=2[O:29][CH2:34][CH2:35][CH3:36])=[CH:21][CH:22]=1)=[O:11])[CH3:8]. (4) Given the reactants [Cl-].[NH4+].[C:3]([C:5]1[CH:10]=[CH:9][CH:8]=[CH:7][C:6]=1[C:11]1[C:12](=[O:32])[N:13]([C:23]2[CH:28]=[CH:27][CH:26]=[C:25]([N+:29]([O-])=O)[CH:24]=2)[CH:14]=[C:15]([C:17]2[CH:22]=[CH:21][CH:20]=[CH:19][N:18]=2)[CH:16]=1)#[N:4], predict the reaction product. The product is: [C:3]([C:5]1[CH:10]=[CH:9][CH:8]=[CH:7][C:6]=1[C:11]1[C:12](=[O:32])[N:13]([C:23]2[CH:28]=[CH:27][CH:26]=[C:25]([NH2:29])[CH:24]=2)[CH:14]=[C:15]([C:17]2[CH:22]=[CH:21][CH:20]=[CH:19][N:18]=2)[CH:16]=1)#[N:4]. (5) Given the reactants [CH3:1][O:2][C:3]1[NH:7][N:6]=[C:5]([C:8](O)=O)[CH:4]=1.O.ON1C2C=CC=CC=2N=N1.C(N(CC)CC)C.Cl.CN(C)CCCN=C=NCC.[NH2:41][C:42]1[CH:43]=[C:44]2[C:48](=[CH:49][C:50]=1[NH2:51])[N:47]([CH2:52][CH3:53])[C:46](=[O:54])[C:45]2([CH3:56])[CH3:55], predict the reaction product. The product is: [CH2:52]([N:47]1[C:48]2[CH:49]=[C:50]3[NH:51][C:8]([C:5]4[CH:4]=[C:3]([O:2][CH3:1])[NH:7][N:6]=4)=[N:41][C:42]3=[CH:43][C:44]=2[C:45]([CH3:56])([CH3:55])[C:46]1=[O:54])[CH3:53]. (6) Given the reactants [CH2:1]([C@:3]1([OH:28])[C:25]2[CH:24]=[C:23]3[N:10]([CH2:11][C:12]4[C:13]3=[N:14][C:15]3[CH:16]=[C:17]([F:22])[CH:18]=[CH:19][C:20]=3[CH:21]=4)[C:9](=[O:26])[C:8]=2[CH2:7][O:6][C:5](=[O:27])[CH2:4]1)[CH3:2].[CH:29]1([CH2:35][CH2:36]C=O)[CH2:34][CH2:33][CH2:32][CH2:31][CH2:30]1, predict the reaction product. The product is: [CH:29]1([CH2:35][CH2:36][C:21]2[C:20]3[CH:19]=[CH:18][C:17]([F:22])=[CH:16][C:15]=3[N:14]=[C:13]3[C:23]4[N:10]([CH2:11][C:12]=23)[C:9](=[O:26])[C:8]2[CH2:7][O:6][C:5](=[O:27])[CH2:4][C@@:3]([CH2:1][CH3:2])([OH:28])[C:25]=2[CH:24]=4)[CH2:34][CH2:33][CH2:32][CH2:31][CH2:30]1. (7) The product is: [CH:35]1([N:32]2[CH2:33][CH2:34][CH:30]([CH2:29][C:25]3[C:24]([Cl:42])=[CH:23][C:22]([C:19]4[CH:18]=[CH:17][C:16]([C:14]([N:11]5[CH2:10][CH2:9][NH:8][CH2:13][CH2:12]5)=[O:15])=[CH:21][CH:20]=4)=[CH:27][C:26]=3[Cl:28])[C:31]2=[O:41])[CH2:40][CH2:39][CH2:38][CH2:37][CH2:36]1. Given the reactants C(OC([N:8]1[CH2:13][CH2:12][N:11]([C:14]([C:16]2[CH:21]=[CH:20][C:19]([C:22]3[CH:27]=[C:26]([Cl:28])[C:25]([CH2:29][CH:30]4[CH2:34][CH2:33][N:32]([CH:35]5[CH2:40][CH2:39][CH2:38][CH2:37][CH2:36]5)[C:31]4=[O:41])=[C:24]([Cl:42])[CH:23]=3)=[CH:18][CH:17]=2)=[O:15])[CH2:10][CH2:9]1)=O)(C)(C)C.C([SiH](CC)CC)C.FC(F)(F)C(O)=O, predict the reaction product. (8) Given the reactants C(OC([N:8]1[CH2:16][C:15]2[C:10](=[CH:11][C:12]([C:18]([F:21])([F:20])[F:19])=[C:13](I)[CH:14]=2)[CH2:9]1)=O)(C)(C)C.[CH2:22]([O:24]C([Sn](CCCC)(CCCC)CCCC)=C)[CH3:23], predict the reaction product. The product is: [F:21][C:18]([F:19])([F:20])[C:12]1[CH:11]=[C:10]2[C:15]([CH2:16][NH:8][CH2:9]2)=[CH:14][C:13]=1[C:22](=[O:24])[CH3:23]. (9) Given the reactants [CH2:1]([C:3]1[CH:8]=[C:7]([C:9]2[N:13]=[C:12]([C:14]3[CH:19]=[C:18]([CH2:20][CH:21]([CH3:23])[CH3:22])[CH:17]=[C:16]([CH3:24])[N:15]=3)[O:11][N:10]=2)[CH:6]=[C:5]([CH3:25])[C:4]=1[OH:26])[CH3:2].Cl[CH2:28][C@@H:29]([OH:32])[CH2:30][OH:31], predict the reaction product. The product is: [CH2:1]([C:3]1[CH:8]=[C:7]([C:9]2[N:13]=[C:12]([C:14]3[CH:19]=[C:18]([CH2:20][CH:21]([CH3:23])[CH3:22])[CH:17]=[C:16]([CH3:24])[N:15]=3)[O:11][N:10]=2)[CH:6]=[C:5]([CH3:25])[C:4]=1[O:26][CH2:28][C@@H:29]([OH:32])[CH2:30][OH:31])[CH3:2].